The task is: Predict the reactants needed to synthesize the given product.. This data is from Full USPTO retrosynthesis dataset with 1.9M reactions from patents (1976-2016). (1) Given the product [Br:13][C:14]1[CH:19]=[CH:18][C:17]([N:21]2[C:25]([CH3:26])=[N:24][N:23]=[N:22]2)=[C:16]([S:11][CH3:12])[CH:15]=1, predict the reactants needed to synthesize it. The reactants are: N(OCCC(C)C)=O.CS[S:11][CH3:12].[Br:13][C:14]1[CH:15]=[CH:16][C:17]([N:21]2[C:25]([CH3:26])=[N:24][N:23]=[N:22]2)=[C:18](N)[CH:19]=1. (2) Given the product [F:22][C:4]([F:3])([F:21])[C:5]([C:8]1[CH:9]=[CH:10][C:11]([N:14]2[CH2:19][CH2:18][N:17]([S:35]([C:32]3[CH:33]=[CH:34][O:30][CH:31]=3)(=[O:37])=[O:36])[CH2:16][C@@H:15]2[CH3:20])=[CH:12][CH:13]=1)([OH:7])[CH3:6], predict the reactants needed to synthesize it. The reactants are: Cl.Cl.[F:3][C:4]([F:22])([F:21])[C:5]([C:8]1[CH:13]=[CH:12][C:11]([N:14]2[CH2:19][CH2:18][NH:17][CH2:16][C@@H:15]2[CH3:20])=[CH:10][CH:9]=1)([OH:7])[CH3:6].C(N(CC)CC)C.[O:30]1[CH:34]=[CH:33][C:32]([S:35](Cl)(=[O:37])=[O:36])=[CH:31]1. (3) Given the product [C:1]([O:5][C:6](=[O:27])[NH:7][C:8]1[CH2:9][O:10][CH2:11][C@:12]([C:14]2[CH:19]=[C:18]([NH2:20])[CH:17]=[CH:16][C:15]=2[F:23])([CH:24]([F:26])[F:25])[N:13]=1)([CH3:4])([CH3:2])[CH3:3], predict the reactants needed to synthesize it. The reactants are: [C:1]([O:5][C:6](=[O:27])[NH:7][C:8]1[CH2:9][O:10][CH2:11][C@@:12]([CH:24]([F:26])[F:25])([C:14]2[CH:19]=[C:18]([N+:20]([O-])=O)[CH:17]=[CH:16][C:15]=2[F:23])[N:13]=1)([CH3:4])([CH3:3])[CH3:2].[H][H]. (4) Given the product [CH3:27][C:24]1[N:25]=[CH:26][C:21]([CH:6]([CH2:7][CH2:8][CH2:9][CH2:10][CH2:11][CH2:12][CH2:13][NH:14][C:15]2[N:16]=[CH:17][CH:18]=[CH:19][N:20]=2)[CH2:5][C:4]([OH:28])=[O:3])=[CH:22][N:23]=1, predict the reactants needed to synthesize it. The reactants are: C([O:3][C:4](=[O:28])[CH2:5][CH:6]([C:21]1[CH:22]=[N:23][C:24]([CH3:27])=[N:25][CH:26]=1)[CH2:7][CH2:8][CH2:9][CH2:10][CH2:11][CH2:12][CH2:13][NH:14][C:15]1[N:20]=[CH:19][CH:18]=[CH:17][N:16]=1)C.[OH-].[Na+].Cl.